This data is from Blood-brain barrier permeability classification from the B3DB database. The task is: Regression/Classification. Given a drug SMILES string, predict its absorption, distribution, metabolism, or excretion properties. Task type varies by dataset: regression for continuous measurements (e.g., permeability, clearance, half-life) or binary classification for categorical outcomes (e.g., BBB penetration, CYP inhibition). Dataset: b3db_classification. The drug is Cc1ccc(-n2[nH]c(C)c(N=Nc3cccc(-c4cccc(C(=O)O)c4)c3O)c2=O)cc1C. The result is 0 (does not penetrate BBB).